This data is from Forward reaction prediction with 1.9M reactions from USPTO patents (1976-2016). The task is: Predict the product of the given reaction. Given the reactants CSC1C=CC(N[N:10]=[C:11]([C:14]#[N:15])[C:12]#[N:13])=CC=1.[CH3:16][S:17][C:18]1[CH:24]=[CH:23][C:21]([NH2:22])=[CH:20][CH:19]=1.C(#N)CC#N.O.[NH2:31][NH2:32], predict the reaction product. The product is: [CH3:16][S:17][C:18]1[CH:24]=[CH:23][C:21]([NH:22][N:10]=[C:11]2[C:12]([NH2:13])=[N:32][N:31]=[C:14]2[NH2:15])=[CH:20][CH:19]=1.